This data is from Catalyst prediction with 721,799 reactions and 888 catalyst types from USPTO. The task is: Predict which catalyst facilitates the given reaction. (1) Reactant: Br[CH2:2][C:3]1[CH:4]=[C:5]([CH:22]=[CH:23][CH:24]=1)[CH2:6][N:7]1[CH:16]=[CH:15][C:14]2[C:9](=[CH:10][C:11]([C:17]([O:19][CH3:20])=[O:18])=[CH:12][CH:13]=2)[C:8]1=[O:21].C(=O)([O-])[O-].[Cs+].[Cs+].[CH2:31]([NH:33][CH2:34][CH3:35])[CH3:32]. Product: [CH2:31]([N:33]([CH2:2][C:3]1[CH:4]=[C:5]([CH:22]=[CH:23][CH:24]=1)[CH2:6][N:7]1[CH:16]=[CH:15][C:14]2[C:9](=[CH:10][C:11]([C:17]([O:19][CH3:20])=[O:18])=[CH:12][CH:13]=2)[C:8]1=[O:21])[CH2:34][CH3:35])[CH3:32]. The catalyst class is: 30. (2) Reactant: Cl[C:2]1[CH:3]=[C:4]([NH:10][C:11]2[CH:16]=[CH:15][C:14]([N:17]3[CH2:22][CH2:21][N:20]([CH:23]4[CH2:26][O:25][CH2:24]4)[CH2:19][C@@H:18]3[CH3:27])=[CH:13][N:12]=2)[C:5](=[O:9])[N:6]([CH3:8])[N:7]=1.[C:28]([O:31][CH2:32][C:33]1[C:34]([N:42]2[CH2:53][CH2:52][N:51]3[C:44](=[CH:45][C:46]4[CH2:47][C:48]([CH3:55])([CH3:54])[CH2:49][C:50]=43)[C:43]2=[O:56])=[N:35][CH:36]=[CH:37][C:38]=1B(O)O)(=[O:30])[CH3:29].C([O-])(=O)C.[Na+].[O-]P([O-])([O-])=O.[K+].[K+].[K+]. Product: [C:28]([O:31][CH2:32][C:33]1[C:34]([N:42]2[CH2:53][CH2:52][N:51]3[C:44](=[CH:45][C:46]4[CH2:47][C:48]([CH3:55])([CH3:54])[CH2:49][C:50]=43)[C:43]2=[O:56])=[N:35][CH:36]=[CH:37][C:38]=1[C:2]1[CH:3]=[C:4]([NH:10][C:11]2[CH:16]=[CH:15][C:14]([N:17]3[CH2:22][CH2:21][N:20]([CH:23]4[CH2:26][O:25][CH2:24]4)[CH2:19][C@@H:18]3[CH3:27])=[CH:13][N:12]=2)[C:5](=[O:9])[N:6]([CH3:8])[N:7]=1)(=[O:30])[CH3:29]. The catalyst class is: 543. (3) The catalyst class is: 126. Product: [CH3:12][C@@H:13]1[O:18][C@@H:17]([O:19][C@@H:20]2[C:25]3=[C:26]([OH:43])[C:27]4[C:39](=[O:40])[C:38]5[C:33](=[CH:34][CH:35]=[CH:36][C:37]=5[O:41][CH3:42])[C:31](=[O:32])[C:28]=4[C:29]([OH:30])=[C:24]3[CH2:23][C@@:22]([OH:48])([C:44]([CH2:46][OH:47])=[O:45])[CH2:21]2)[CH2:16][C@H:15]([NH2:49])[C@@H:14]1[OH:50]. Reactant: C(C=C(C#N)C([O-])=O)CCC.[CH3:12][C@@H:13]1[O:18][C@@H:17]([O:19][C@@H:20]2[C:25]3=[C:26]([OH:43])[C:27]4[C:39](=[O:40])[C:38]5[C:33](=[CH:34][CH:35]=[CH:36][C:37]=5[O:41][CH3:42])[C:31](=[O:32])[C:28]=4[C:29]([OH:30])=[C:24]3[CH2:23][C@@:22]([OH:48])([C:44]([CH2:46][OH:47])=[O:45])[CH2:21]2)[CH2:16][C@H:15]([NH2:49])[C@@H:14]1[OH:50].Cl. (4) Reactant: [CH3:1][O:2][CH2:3][CH2:4][O:5][CH2:6][CH2:7][O:8][CH2:9][CH2:10][O:11][C:12]1[CH:17]=[CH:16][C:15]([N+:18]([O-])=O)=[CH:14][CH:13]=1. Product: [CH3:1][O:2][CH2:3][CH2:4][O:5][CH2:6][CH2:7][O:8][CH2:9][CH2:10][O:11][C:12]1[CH:13]=[CH:14][C:15]([NH2:18])=[CH:16][CH:17]=1. The catalyst class is: 50. (5) Reactant: [Si]([O:8][CH2:9][CH2:10][C@@H:11]1[CH2:22][CH2:21][C:20]2[S:19][C:18]3[N:17]=[CH:16][N:15]=[C:14]([O:23][CH:24]4[CH2:29][CH2:28][CH:27]([N:30]([CH3:38])[C:31](=[O:37])[O:32][C:33]([CH3:36])([CH3:35])[CH3:34])[CH2:26][CH2:25]4)[C:13]=3[C:12]1=2)(C(C)(C)C)(C)C.[N+](CCCC)(CCCC)(CCCC)CCCC.[F-]. The catalyst class is: 7. Product: [OH:8][CH2:9][CH2:10][C@@H:11]1[CH2:22][CH2:21][C:20]2[S:19][C:18]3[N:17]=[CH:16][N:15]=[C:14]([O:23][CH:24]4[CH2:25][CH2:26][CH:27]([N:30]([CH3:38])[C:31](=[O:37])[O:32][C:33]([CH3:34])([CH3:36])[CH3:35])[CH2:28][CH2:29]4)[C:13]=3[C:12]1=2. (6) Reactant: [CH3:1][O:2][C:3]1[CH:8]=[C:7]([CH3:9])[CH:6]=[CH:5][C:4]=1[C:10]([CH3:24])([CH3:23])[CH2:11][C:12]([OH:22])([C:15]([F:21])([F:20])[C:16]([F:19])([F:18])[F:17])[CH:13]=O.[NH2:25][C:26]1[CH:35]=[CH:34][CH:33]=[C:32]2[C:27]=1[CH:28]=[CH:29][C:30](=[O:36])[NH:31]2. Product: [OH:22][C:12]1([C:15]([F:20])([F:21])[C:16]([F:18])([F:19])[F:17])[CH2:11][C:10]([CH3:23])([CH3:24])[C:4]2[C:5](=[CH:6][C:7]([CH3:9])=[CH:8][C:3]=2[O:2][CH3:1])[CH:13]1[NH:25][C:26]1[CH:35]=[CH:34][CH:33]=[C:32]2[C:27]=1[CH:28]=[CH:29][C:30](=[O:36])[NH:31]2. The catalyst class is: 528. (7) Reactant: [NH2:1][C:2]([CH3:15])([CH3:14])[CH2:3][C:4]1[N:8]([CH2:9][CH3:10])[N:7]=[C:6]([C:11]#[N:12])[C:5]=1[Br:13].[CH:16]([S:18]([CH3:21])(=[O:20])=[O:19])=[CH2:17]. Product: [Br:13][C:5]1[C:6]([C:11]#[N:12])=[N:7][N:8]([CH2:9][CH3:10])[C:4]=1[CH2:3][C:2]([CH3:14])([NH:1][CH2:17][CH2:16][S:18]([CH3:21])(=[O:20])=[O:19])[CH3:15]. The catalyst class is: 11. (8) Reactant: [NH:1]1[C:9]2[C:4](=[CH:5][CH:6]=[CH:7][CH:8]=2)[CH:3]=[C:2]1[S:10]([NH2:13])(=[O:12])=[O:11].C(N(CC)CC)C.C1(O[C:28](Cl)=[O:29])C=CC=CC=1.[NH2:31][C:32]1[S:33][C:34]([Br:37])=[CH:35][N:36]=1. Product: [Br:37][C:34]1[S:33][C:32]([NH:31][C:28]([NH:13][S:10]([C:2]2[NH:1][C:9]3[C:4]([CH:3]=2)=[CH:5][CH:6]=[CH:7][CH:8]=3)(=[O:11])=[O:12])=[O:29])=[N:36][CH:35]=1. The catalyst class is: 10. (9) Reactant: [SH:1][C:2]1[CH:7]=[CH:6][C:5]([OH:8])=[CH:4][CH:3]=1.C[O-].[Na+].[CH3:12][O:13][C:14](=[O:29])[C:15]1[CH:20]=[C:19]([S:21](=[O:27])(=[O:26])[NH:22][CH2:23][CH2:24]Br)[CH:18]=[CH:17][C:16]=1[CH3:28]. Product: [CH3:12][O:13][C:14](=[O:29])[C:15]1[CH:20]=[C:19]([S:21](=[O:26])(=[O:27])[NH:22][CH2:23][CH2:24][S:1][C:2]2[CH:7]=[CH:6][C:5]([OH:8])=[CH:4][CH:3]=2)[CH:18]=[CH:17][C:16]=1[CH3:28]. The catalyst class is: 5. (10) Reactant: [NH2:1][C@H:2]1[CH2:6][CH2:5][N:4]([C:7]2[CH:16]=[CH:15][C:14]3[C:13]([C:17]([NH:19][CH2:20][C:21]4([OH:28])[CH2:27][CH2:26][CH2:25][CH2:24][CH2:23][CH2:22]4)=[O:18])=[C:12]([Cl:29])[CH:11]=[CH:10][C:9]=3[N:8]=2)[CH2:3]1.[CH3:30][C:31]([Si:34]([CH3:40])([CH3:39])[O:35][CH2:36][CH:37]=O)([CH3:33])[CH3:32].C(O[BH-](OC(=O)C)OC(=O)C)(=O)C.[Na+].O. Product: [Si:34]([O:35][CH2:36][CH2:37][NH:1][C@H:2]1[CH2:6][CH2:5][N:4]([C:7]2[CH:16]=[CH:15][C:14]3[C:13]([C:17]([NH:19][CH2:20][C:21]4([OH:28])[CH2:22][CH2:23][CH2:24][CH2:25][CH2:26][CH2:27]4)=[O:18])=[C:12]([Cl:29])[CH:11]=[CH:10][C:9]=3[N:8]=2)[CH2:3]1)([C:31]([CH3:33])([CH3:32])[CH3:30])([CH3:40])[CH3:39]. The catalyst class is: 4.